From a dataset of Forward reaction prediction with 1.9M reactions from USPTO patents (1976-2016). Predict the product of the given reaction. (1) The product is: [Br:1][C:2]1[S:6][C:5]([CH3:7])=[N:4][C:3]=1[CH:8]1[CH2:13][CH2:12][CH2:11][CH2:10][CH:9]1[C:14]([OH:16])=[O:15]. Given the reactants [Br:1][C:2]1[S:6][C:5]([CH3:7])=[N:4][C:3]=1[CH:8]1[CH2:13][CH2:12][CH2:11][CH2:10][CH:9]1[C:14]([O:16]C)=[O:15].[OH-].[Na+].Cl, predict the reaction product. (2) Given the reactants C([O:4][C:5]1[CH:6]=[C:7](/[CH:15]=[CH:16]/[C:17]2[CH:22]=[CH:21][C:20]([O:23]C(=O)C)=[CH:19][CH:18]=2)[CH:8]=[C:9]([O:11]C(=O)C)[CH:10]=1)(=O)C.[OH-].[K+].Cl.C(OCC)(=O)C, predict the reaction product. The product is: [C:7]1([CH:15]=[CH:16][C:17]2[CH:22]=[CH:21][C:20]([OH:23])=[CH:19][CH:18]=2)[CH:8]=[C:9]([OH:11])[CH:10]=[C:5]([OH:4])[CH:6]=1. (3) Given the reactants [C:1]1([CH3:10])[CH:6]=[CH:5][CH:4]=[C:3]([C:7]([OH:9])=[O:8])[CH:2]=1.[Br:11]N1C(=O)CCC1=O, predict the reaction product. The product is: [Br:11][CH2:10][C:1]1[CH:2]=[C:3]([CH:4]=[CH:5][CH:6]=1)[C:7]([OH:9])=[O:8].